This data is from Full USPTO retrosynthesis dataset with 1.9M reactions from patents (1976-2016). The task is: Predict the reactants needed to synthesize the given product. (1) Given the product [O:21]=[C:15]1[CH:14]([N:7]2[C:6](=[O:22])[C:5]3[C:9](=[CH:10][CH:11]=[CH:12][C:4]=3[CH2:3][NH:2][C:39]([NH:38][C:34]3[CH:35]=[CH:36][CH:37]=[C:32]([O:31][CH3:30])[CH:33]=3)=[O:40])[C:8]2=[O:13])[CH2:19][CH2:18][C:17](=[O:20])[NH:16]1, predict the reactants needed to synthesize it. The reactants are: Cl.[NH2:2][CH2:3][C:4]1[CH:12]=[CH:11][CH:10]=[C:9]2[C:5]=1[C:6](=[O:22])[N:7]([CH:14]1[CH2:19][CH2:18][C:17](=[O:20])[NH:16][C:15]1=[O:21])[C:8]2=[O:13].C(N(CC)CC)C.[CH3:30][O:31][C:32]1[CH:33]=[C:34]([N:38]=[C:39]=[O:40])[CH:35]=[CH:36][CH:37]=1. (2) The reactants are: [Cl:1][C:2]1[CH:7]=[CH:6][C:5]([C:8]2[O:12][C:11]([C:13]([CH3:17])([CH3:16])[C:14]#[N:15])=[CH:10][C:9]=2[C:18]2[CH:23]=[CH:22][N:21]=[CH:20][CH:19]=2)=[CH:4][C:3]=1[O:24]C.B(Br)(Br)Br. Given the product [Cl:1][C:2]1[CH:7]=[CH:6][C:5]([C:8]2[O:12][C:11]([C:13]([CH3:17])([CH3:16])[C:14]#[N:15])=[CH:10][C:9]=2[C:18]2[CH:19]=[CH:20][N:21]=[CH:22][CH:23]=2)=[CH:4][C:3]=1[OH:24], predict the reactants needed to synthesize it. (3) Given the product [Cl:32][C:33]1[CH:34]=[CH:35][C:36]([O:42][CH2:43][CH2:44][NH:45][S:46]([CH3:49])(=[O:48])=[O:47])=[C:37]([CH:41]=1)[C:38]([NH:1][CH:2]1[C:8](=[O:9])[NH:7][C:6]2[CH:19]=[CH:20][CH:21]=[CH:22][C:5]=2[C:4]([C:23]2[C:24]([Cl:31])=[CH:25][C:26]([Cl:30])=[CH:27][C:28]=2[Cl:29])=[N:3]1)=[O:39], predict the reactants needed to synthesize it. The reactants are: [NH2:1][CH:2]1[C:8](=[O:9])[N:7](CC2C=CC(OC)=CC=2)[C:6]2[CH:19]=[CH:20][CH:21]=[CH:22][C:5]=2[C:4]([C:23]2[C:28]([Cl:29])=[CH:27][C:26]([Cl:30])=[CH:25][C:24]=2[Cl:31])=[N:3]1.[Cl:32][C:33]1[CH:34]=[CH:35][C:36]([O:42][CH2:43][CH2:44][NH:45][S:46]([CH3:49])(=[O:48])=[O:47])=[C:37]([CH:41]=1)[C:38](O)=[O:39]. (4) The reactants are: [Cl:1][C:2]1[CH:10]=[CH:9][C:5]([C:6](Cl)=[O:7])=[CH:4][N:3]=1.[CH3:11][C:12]([C:14]1[C:19]([NH2:20])=[CH:18][C:17]2[O:21][CH2:22][O:23][C:16]=2[CH:15]=1)=[O:13]. Given the product [Cl:1][C:2]1[N:3]=[CH:4][C:5]([C:6]([NH:20][C:19]2[CH:18]=[C:17]3[O:21][CH2:22][O:23][C:16]3=[CH:15][C:14]=2[C:12]([CH3:11])=[O:13])=[O:7])=[CH:9][CH:10]=1, predict the reactants needed to synthesize it. (5) Given the product [F:3][C:4]1([F:22])[CH2:9][CH2:8][N:7]([C:10]([C:12]2[N:13]=[C:14]([C:17]([NH:1][NH2:2])=[O:18])[S:15][CH:16]=2)=[O:11])[CH2:6][CH2:5]1, predict the reactants needed to synthesize it. The reactants are: [NH2:1][NH2:2].[F:3][C:4]1([F:22])[CH2:9][CH2:8][N:7]([C:10]([C:12]2[N:13]=[C:14]([C:17](OCC)=[O:18])[S:15][CH:16]=2)=[O:11])[CH2:6][CH2:5]1. (6) Given the product [F:24][C:25]([F:31])([F:30])[S:26]([O:23][CH2:22][C@@H:14]1[C@@H:15]2[C@@H:16]([O:17][C:18]([CH3:20])([CH3:21])[O:19]2)[C@H:12]([N:6]2[CH:5]=[N:4][C:3]3[C:7]2=[N:8][C:9]([Cl:11])=[N:10][C:2]=3[NH2:1])[O:13]1)(=[O:28])=[O:27], predict the reactants needed to synthesize it. The reactants are: [NH2:1][C:2]1[N:10]=[C:9]([Cl:11])[N:8]=[C:7]2[C:3]=1[N:4]=[CH:5][N:6]2[C@H:12]1[C@@H:16]2[O:17][C:18]([CH3:21])([CH3:20])[O:19][C@@H:15]2[C@@H:14]([CH2:22][OH:23])[O:13]1.[F:24][C:25]([F:31])([F:30])[S:26](Cl)(=[O:28])=[O:27]. (7) Given the product [O:1]1[C:5]2[CH:6]=[CH:7][C:8]([CH2:10][N:11]([S:41]([CH3:40])(=[O:43])=[O:42])[CH2:12][CH2:13][CH:14]3[CH2:19][CH2:18][CH2:17][CH2:16][N:15]3[C:20]3[CH:25]=[CH:24][N:23]=[C:22]([N:26]4[CH:30]=[CH:29][N:28]=[CH:27]4)[N:21]=3)=[CH:9][C:4]=2[O:3][CH2:2]1, predict the reactants needed to synthesize it. The reactants are: [O:1]1[C:5]2[CH:6]=[CH:7][C:8]([CH2:10][NH:11][CH2:12][CH2:13][CH:14]3[CH2:19][CH2:18][CH2:17][CH2:16][N:15]3[C:20]3[CH:25]=[CH:24][N:23]=[C:22]([N:26]4[CH:30]=[CH:29][N:28]=[CH:27]4)[N:21]=3)=[CH:9][C:4]=2[O:3][CH2:2]1.CCN(C(C)C)C(C)C.[CH3:40][S:41](Cl)(=[O:43])=[O:42]. (8) The reactants are: [NH2:1][C:2]([C:4]1[CH:5]=[N:6][C:7]2[C:12]([C:13]=1[NH:14][C:15]1[CH:16]=[C:17]([CH:23]=[CH:24][CH:25]=1)[C:18]([O:20]CC)=[O:19])=[CH:11][CH:10]=[C:9](Br)[CH:8]=2)=[O:3].B1(B2OC(C)(C)C(C)(C)O2)OC(C)(C)C(C)(C)O1.C([O-])(=O)C.[K+].Br[C:51]1[C:52]([CH3:59])=[N:53][N:54]([CH3:58])[C:55]=1[CH2:56][OH:57].C(=O)(O)[O-].[Na+].[OH-].[Na+]. Given the product [NH2:1][C:2]([C:4]1[CH:5]=[N:6][C:7]2[C:12]([C:13]=1[NH:14][C:15]1[CH:16]=[C:17]([CH:23]=[CH:24][CH:25]=1)[C:18]([OH:20])=[O:19])=[CH:11][CH:10]=[C:9]([C:51]1[C:52]([CH3:59])=[N:53][N:54]([CH3:58])[C:55]=1[CH2:56][OH:57])[CH:8]=2)=[O:3], predict the reactants needed to synthesize it.